Dataset: NCI-60 drug combinations with 297,098 pairs across 59 cell lines. Task: Regression. Given two drug SMILES strings and cell line genomic features, predict the synergy score measuring deviation from expected non-interaction effect. (1) Drug 1: COC1=C(C=C2C(=C1)N=CN=C2NC3=CC(=C(C=C3)F)Cl)OCCCN4CCOCC4. Drug 2: C1=CC=C(C(=C1)C(C2=CC=C(C=C2)Cl)C(Cl)Cl)Cl. Cell line: SK-MEL-5. Synergy scores: CSS=33.6, Synergy_ZIP=-3.87, Synergy_Bliss=1.42, Synergy_Loewe=-26.6, Synergy_HSA=2.06. (2) Drug 1: C1=NC2=C(N=C(N=C2N1C3C(C(C(O3)CO)O)F)Cl)N. Drug 2: CCC1(C2=C(COC1=O)C(=O)N3CC4=CC5=C(C=CC(=C5CN(C)C)O)N=C4C3=C2)O.Cl. Cell line: PC-3. Synergy scores: CSS=33.9, Synergy_ZIP=-8.74, Synergy_Bliss=-2.71, Synergy_Loewe=-1.97, Synergy_HSA=2.91. (3) Drug 1: CC1=C(C(CCC1)(C)C)C=CC(=CC=CC(=CC(=O)O)C)C. Drug 2: CC(C)CN1C=NC2=C1C3=CC=CC=C3N=C2N. Cell line: T-47D. Synergy scores: CSS=20.6, Synergy_ZIP=-4.69, Synergy_Bliss=2.54, Synergy_Loewe=4.18, Synergy_HSA=4.38. (4) Drug 1: CC(CN1CC(=O)NC(=O)C1)N2CC(=O)NC(=O)C2. Drug 2: CC(C)NC(=O)C1=CC=C(C=C1)CNNC.Cl. Cell line: A498. Synergy scores: CSS=26.2, Synergy_ZIP=-3.46, Synergy_Bliss=1.91, Synergy_Loewe=-1.97, Synergy_HSA=0.741. (5) Drug 1: C1=NC2=C(N1)C(=S)N=CN2. Drug 2: COCCOC1=C(C=C2C(=C1)C(=NC=N2)NC3=CC=CC(=C3)C#C)OCCOC.Cl. Cell line: UO-31. Synergy scores: CSS=28.4, Synergy_ZIP=2.60, Synergy_Bliss=3.23, Synergy_Loewe=1.42, Synergy_HSA=2.38. (6) Drug 1: CNC(=O)C1=CC=CC=C1SC2=CC3=C(C=C2)C(=NN3)C=CC4=CC=CC=N4. Drug 2: CC12CCC3C(C1CCC2O)C(CC4=C3C=CC(=C4)O)CCCCCCCCCS(=O)CCCC(C(F)(F)F)(F)F. Cell line: EKVX. Synergy scores: CSS=4.65, Synergy_ZIP=-2.54, Synergy_Bliss=-2.05, Synergy_Loewe=-2.62, Synergy_HSA=-1.38. (7) Cell line: A549. Drug 1: CCC1=C2CN3C(=CC4=C(C3=O)COC(=O)C4(CC)O)C2=NC5=C1C=C(C=C5)O. Drug 2: COCCOC1=C(C=C2C(=C1)C(=NC=N2)NC3=CC=CC(=C3)C#C)OCCOC.Cl. Synergy scores: CSS=39.5, Synergy_ZIP=5.36, Synergy_Bliss=11.4, Synergy_Loewe=6.45, Synergy_HSA=10.4.